Dataset: Catalyst prediction with 721,799 reactions and 888 catalyst types from USPTO. Task: Predict which catalyst facilitates the given reaction. (1) Reactant: [F:1][C:2]1[CH:20]=[CH:19][C:5]2[N:6]=[C:7]([NH:9][C:10]([CH:12]3[C:14]([CH3:16])([CH3:15])[C:13]3([CH3:18])[CH3:17])=[O:11])[S:8][C:4]=2[CH:3]=1.[H-].[Na+].[CH3:23][O:24][CH2:25][CH2:26]Br. Product: [F:1][C:2]1[CH:20]=[CH:19][C:5]2[N:6]([CH2:26][CH2:25][O:24][CH3:23])[C:7](=[N:9][C:10]([CH:12]3[C:13]([CH3:18])([CH3:17])[C:14]3([CH3:16])[CH3:15])=[O:11])[S:8][C:4]=2[CH:3]=1. The catalyst class is: 198. (2) Reactant: [F:1][C:2]1[CH:7]=[C:6]([F:8])[CH:5]=[CH:4][C:3]=1[C:9]1[CH:14]=[C:13]([C:15]#[C:16][Si](C)(C)C)[CH:12]=[C:11]([NH2:21])[CH:10]=1.C([O-])([O-])=O.[K+].[K+]. Product: [C:15]([C:13]1[CH:12]=[C:11]([NH2:21])[CH:10]=[C:9]([C:3]2[CH:4]=[CH:5][C:6]([F:8])=[CH:7][C:2]=2[F:1])[CH:14]=1)#[CH:16]. The catalyst class is: 5. (3) Reactant: [CH2:1]([O:3][C:4](=[O:16])[CH2:5][CH2:6][C:7]1[CH:12]=[CH:11][C:10]([O:13]C)=[CH:9][C:8]=1[F:15])[CH3:2].B(Br)(Br)Br.CO. Product: [CH2:1]([O:3][C:4](=[O:16])[CH2:5][CH2:6][C:7]1[CH:12]=[CH:11][C:10]([OH:13])=[CH:9][C:8]=1[F:15])[CH3:2]. The catalyst class is: 2. (4) Product: [CH2:1]([O:8][CH:9]1[O:14][C:12](=[O:13])[C:11]([C:17]2[CH:22]=[CH:21][CH:20]=[CH:19][CH:18]=2)=[C:10]1[C:2]1[CH:7]=[CH:6][CH:5]=[CH:4][CH:3]=1)[C:2]1[CH:7]=[CH:6][CH:5]=[CH:4][CH:3]=1. The catalyst class is: 235. Reactant: [CH2:1]([O:8][CH:9]1[O:14][C:12](=[O:13])[C:11](Cl)=[C:10]1Cl)[C:2]1[CH:7]=[CH:6][CH:5]=[CH:4][CH:3]=1.[C:17]1(B(O)O)[CH:22]=[CH:21][CH:20]=[CH:19][CH:18]=1.[F-].[Cs+].